From a dataset of Full USPTO retrosynthesis dataset with 1.9M reactions from patents (1976-2016). Predict the reactants needed to synthesize the given product. (1) Given the product [C:1]([O:5][C:6]([N:8]1[C:21]2[C:13](=[CH:14][C:15]3[CH2:16][O:17][CH2:18][C:19]=3[CH:20]=2)[C@@H:12]([N:22]([CH2:28][C:29]2[CH:30]=[C:31]([C:39]([F:40])([F:41])[F:42])[CH:32]=[C:33]([C:35]([F:36])([F:37])[F:38])[CH:34]=2)[C:23]2[N:24]=[N:25][N:26]([CH3:45])[N:27]=2)[CH2:11][CH2:10][CH2:9]1)=[O:7])([CH3:4])([CH3:2])[CH3:3], predict the reactants needed to synthesize it. The reactants are: [C:1]([O:5][C:6]([N:8]1[C:21]2[C:13](=[CH:14][C:15]3[CH2:16][O:17][CH2:18][C:19]=3[CH:20]=2)[C@@H:12]([N:22]([CH2:28][C:29]2[CH:34]=[C:33]([C:35]([F:38])([F:37])[F:36])[CH:32]=[C:31]([C:39]([F:42])([F:41])[F:40])[CH:30]=2)[C:23]2[N:24]=[N:25][NH:26][N:27]=2)[CH2:11][CH2:10][CH2:9]1)=[O:7])([CH3:4])([CH3:3])[CH3:2].CO.[C:45]1(P(C2C=CC=CC=2)C2C=CC=CC=2)C=CC=CC=1.N(C(OCC)=O)=NC(OCC)=O. (2) Given the product [OH:6][CH2:7][CH2:8][O:9][C:10]1[CH:11]=[CH:12][C:13]([C:14]([C:16]2[CH:39]=[CH:38][C:19]([O:20][CH2:21][CH2:22][CH2:23][O:24][C:25]3[CH:30]=[CH:29][C:28]([CH2:31][C@H:32]([O:36][CH3:37])[C:33]([OH:35])=[O:34])=[CH:27][CH:26]=3)=[CH:18][CH:17]=2)=[O:15])=[CH:40][CH:41]=1, predict the reactants needed to synthesize it. The reactants are: C([Si](C)(C)[O:6][CH2:7][CH2:8][O:9][C:10]1[CH:41]=[CH:40][C:13]([C:14]([C:16]2[CH:39]=[CH:38][C:19]([O:20][CH2:21][CH2:22][CH2:23][O:24][C:25]3[CH:30]=[CH:29][C:28]([CH2:31][C@H:32]([O:36][CH3:37])[C:33]([OH:35])=[O:34])=[CH:27][CH:26]=3)=[CH:18][CH:17]=2)=[O:15])=[CH:12][CH:11]=1)(C)(C)C. (3) Given the product [CH2:9]([O:16][N:17]=[C:18]1[C:26]2[C:21](=[CH:22][C:23]([NH2:2])=[CH:24][CH:25]=2)[CH2:20][NH:19]1)[C:10]1[CH:15]=[CH:14][CH:13]=[CH:12][CH:11]=1, predict the reactants needed to synthesize it. The reactants are: C(=O)(OC(C)(C)C)[NH2:2].[CH2:9]([O:16]/[N:17]=[C:18]1\[NH:19][CH2:20][C:21]2[C:26]\1=[CH:25][CH:24]=[C:23](Br)[CH:22]=2)[C:10]1[CH:15]=[CH:14][CH:13]=[CH:12][CH:11]=1.C([O-])([O-])=O.[Cs+].[Cs+].CC(C1C=C(C(C)C)C(C2C=CC=CC=2P(C2CCCCC2)C2CCCCC2)=C(C(C)C)C=1)C.C(O)(C(F)(F)F)=O.